Dataset: Catalyst prediction with 721,799 reactions and 888 catalyst types from USPTO. Task: Predict which catalyst facilitates the given reaction. (1) Reactant: CC1C=CC(S(O[CH2:12][C@H:13]2[CH2:17][CH2:16][C@@H:15]([NH:18][C:19]([O:21][C:22]([CH3:25])([CH3:24])[CH3:23])=[O:20])[CH2:14]2)(=O)=O)=CC=1.[CH3:26][CH:27]1[CH2:32][CH2:31][CH2:30][NH:29][CH2:28]1. Product: [CH3:26][CH:27]1[CH2:32][CH2:31][CH2:30][N:29]([CH2:12][C@H:13]2[CH2:17][CH2:16][C@@H:15]([NH:18][C:19](=[O:20])[O:21][C:22]([CH3:23])([CH3:24])[CH3:25])[CH2:14]2)[CH2:28]1. The catalyst class is: 2. (2) Reactant: [CH3:1][S:2]([N:5]1[CH2:10][CH2:9][C:8]2[N:11]([CH2:24][CH:25]3[CH2:27][O:26]3)[N:12]=[C:13]([C:14]3[CH:19]=[CH:18][C:17]([C:20]([F:23])([F:22])[F:21])=[CH:16][CH:15]=3)[C:7]=2[CH2:6]1)(=[O:4])=[O:3].[Cl:28][C:29]1[CH:37]=[C:36]2[C:32]([CH:33]=[CH:34][N:35]2[CH:38]2[CH2:43][CH2:42][NH:41][CH2:40][CH2:39]2)=[CH:31][CH:30]=1. Product: [Cl:28][C:29]1[CH:37]=[C:36]2[C:32]([CH:33]=[CH:34][N:35]2[CH:38]2[CH2:43][CH2:42][N:41]([CH2:27][CH:25]([OH:26])[CH2:24][N:11]3[C:8]4[CH2:9][CH2:10][N:5]([S:2]([CH3:1])(=[O:4])=[O:3])[CH2:6][C:7]=4[C:13]([C:14]4[CH:19]=[CH:18][C:17]([C:20]([F:23])([F:21])[F:22])=[CH:16][CH:15]=4)=[N:12]3)[CH2:40][CH2:39]2)=[CH:31][CH:30]=1. The catalyst class is: 14. (3) Reactant: [CH3:1][C:2]1([CH3:13])[C:11]2[C:6](=[CH:7][CH:8]=[CH:9][CH:10]=2)[NH:5][C:4](=O)[CH2:3]1.[H-].[Al+3].[Li+].[H-].[H-].[H-].O.[OH-].[Na+]. Product: [CH3:1][C:2]1([CH3:13])[C:11]2[C:6](=[CH:7][CH:8]=[CH:9][CH:10]=2)[NH:5][CH2:4][CH2:3]1. The catalyst class is: 1. (4) Reactant: [F:1][C:2]1[CH:3]=[C:4]2[C:9](=[CH:10][CH:11]=1)[CH:8]=[C:7]([C:12]([OH:14])=[O:13])[C:6]([CH3:15])=[C:5]2[OH:16].S(=O)(=O)(O)O.[C:22](OCC)(=O)C.CCCCCC. Product: [CH3:22][O:13][C:12]([C:7]1[C:6]([CH3:15])=[C:5]([OH:16])[C:4]2[C:9](=[CH:10][CH:11]=[C:2]([F:1])[CH:3]=2)[CH:8]=1)=[O:14]. The catalyst class is: 5. (5) Reactant: [O:1]1[CH2:6][CH2:5][N:4]([C:7]2[C:8]3[N:9]([CH:27]=[C:28]([CH2:30][O:31][C:32]4[CH:41]=[CH:40][C:39]5[C:34](=[CH:35][CH:36]=[CH:37][CH:38]=5)[N:33]=4)[N:29]=3)[C:10]([C:13]3[CH:14]=[CH:15][C:16]([NH:19][C:20](=[O:26])[O:21][C:22]([CH3:25])([CH3:24])[CH3:23])=[N:17][CH:18]=3)=[CH:11][N:12]=2)[CH2:3][CH2:2]1.[H-].[Na+].Br[CH2:45][C:46]([O:48][C:49]([CH3:52])([CH3:51])[CH3:50])=[O:47]. Product: [C:22]([O:21][C:20]([N:19]([C:16]1[CH:15]=[CH:14][C:13]([C:10]2[N:9]3[CH:27]=[C:28]([CH2:30][O:31][C:32]4[CH:41]=[CH:40][C:39]5[C:34](=[CH:35][CH:36]=[CH:37][CH:38]=5)[N:33]=4)[N:29]=[C:8]3[C:7]([N:4]3[CH2:5][CH2:6][O:1][CH2:2][CH2:3]3)=[N:12][CH:11]=2)=[CH:18][N:17]=1)[CH2:45][C:46]([O:48][C:49]([CH3:52])([CH3:51])[CH3:50])=[O:47])=[O:26])([CH3:23])([CH3:25])[CH3:24]. The catalyst class is: 31. (6) Reactant: [CH:1]12[CH2:7][CH:4]([CH:5]=[CH:6]1)[CH2:3][CH:2]2[C:8]([O:10][C:11]([CH3:14])([CH3:13])[CH3:12])=[O:9].[CH:15]12[CH2:21][CH:18]([CH:19]=[CH:20]1)[CH2:17][CH:16]2[C:22]([O:24][CH2:25][CH2:26][OH:27])=[O:23].[CH:28]12[CH2:34][CH:31]([CH:32]=[CH:33]1)[CH2:30][CH:29]2[C:35]([OH:37])=[O:36].[C:38]1(=[O:44])[O:43][C:41](=[O:42])[CH:40]=[CH:39]1.N(C(C)(C)C#N)=NC(C)(C)C#N. Product: [CH:1]12[CH2:7][CH:4]([CH:5]=[CH:6]1)[CH2:3][CH:2]2[C:8]([O:10][C:11]([CH3:14])([CH3:13])[CH3:12])=[O:9].[CH:15]12[CH2:21][CH:18]([CH:19]=[CH:20]1)[CH2:17][CH:16]2[C:22]([O:24][CH2:25][CH2:26][OH:27])=[O:23].[CH:28]12[CH2:34][CH:31]([CH:32]=[CH:33]1)[CH2:30][CH:29]2[C:35]([OH:37])=[O:36].[C:41]1(=[O:42])[O:43][C:38](=[O:44])[CH:39]=[CH:40]1. The catalyst class is: 359.